This data is from Full USPTO retrosynthesis dataset with 1.9M reactions from patents (1976-2016). The task is: Predict the reactants needed to synthesize the given product. (1) Given the product [CH3:21][C:22]1[NH:23][CH:24]=[C:25]([CH2:14][CH:13]([C:3]2[CH:4]=[CH:9][CH:10]=[CH:11][CH:2]=2)[O:1][C:2]2[C:3]([CH2:13][CH2:14][C:15]3[CH:16]=[CH:17][CH:18]=[CH:19][CH:20]=3)=[C:4]3[C:9](=[CH:10][CH:11]=2)[C:8](=[O:12])[CH2:7][CH2:6][CH2:5]3)[N:26]=1, predict the reactants needed to synthesize it. The reactants are: [OH:1][C:2]1[C:3]([CH2:13][CH2:14][C:15]2[CH:20]=[CH:19][CH:18]=[CH:17][CH:16]=2)=[C:4]2[C:9](=[CH:10][CH:11]=1)[C:8](=[O:12])[CH2:7][CH2:6][CH2:5]2.[CH3:21][C:22]1[NH:23][CH:24]=[CH:25][N:26]=1. (2) Given the product [Cl:8][C:4]1[N:3]=[C:2]([NH:14][C@H:12]([CH:9]2[CH2:11][CH2:10]2)[CH3:13])[CH:7]=[N:6][CH:5]=1, predict the reactants needed to synthesize it. The reactants are: Cl[C:2]1[CH:7]=[N:6][CH:5]=[C:4]([Cl:8])[N:3]=1.[CH:9]1([C@@H:12]([NH2:14])[CH3:13])[CH2:11][CH2:10]1.CCN(C(C)C)C(C)C.O. (3) Given the product [CH3:1][O:2][C:3]1[CH:8]=[CH:7][CH:6]=[CH:5][C:4]=1[NH:9][C:10]1[S:11][C:12]2[CH:18]=[CH:17][C:16]3[NH:19][C:20]([NH2:22])=[N:21][C:15]=3[C:13]=2[N:14]=1, predict the reactants needed to synthesize it. The reactants are: [CH3:1][O:2][C:3]1[CH:8]=[CH:7][CH:6]=[CH:5][C:4]=1[NH:9][C:10]1[S:11][C:12]2[CH:18]=[CH:17][C:16]3[NH:19][C:20]([NH:22]C(=O)C4C=CC=CC=4)=[N:21][C:15]=3[C:13]=2[N:14]=1. (4) Given the product [Cl:1][C:2]1[CH:3]=[CH:4][C:5]([CH:8]([C:25]2[CH:26]=[CH:27][CH:28]=[CH:29][CH:30]=2)[N:9]2[CH2:10][CH2:11][NH:12][CH2:13][CH2:14]2)=[CH:6][CH:7]=1, predict the reactants needed to synthesize it. The reactants are: [Cl:1][C:2]1[CH:7]=[CH:6][C:5]([CH:8]([C:25]2[CH:30]=[CH:29][CH:28]=[CH:27][CH:26]=2)[N:9]2[CH2:14][CH2:13][N:12](S(C3C=CC(C)=CC=3)(=O)=O)[CH2:11][CH2:10]2)=[CH:4][CH:3]=1.OC1C=CC(C(O)=O)=CC=1.O. (5) The reactants are: [CH3:1][N:2]([CH3:15])[C:3]1([C:13]#N)[CH2:12][CH2:11][C:6]2([O:10][CH2:9][CH2:8][O:7]2)[CH2:5][CH2:4]1.[Cl-].[NH4+]. Given the product [CH3:1][N:2]([CH3:15])[C:3]1([CH2:13][CH2:13][C:3]2[CH:12]=[CH:11][CH:6]=[CH:5][CH:4]=2)[CH2:12][CH2:11][C:6]2([O:10][CH2:9][CH2:8][O:7]2)[CH2:5][CH2:4]1, predict the reactants needed to synthesize it.